From a dataset of Forward reaction prediction with 1.9M reactions from USPTO patents (1976-2016). Predict the product of the given reaction. Given the reactants C(O[C:6]([NH:8][C@@H:9]([CH:13]1[CH2:18][CH2:17][CH2:16][CH2:15][CH2:14]1)[C:10]([OH:12])=O)=[O:7])(C)(C)C.C(OC(NC(C(C)(C)C)C(O)=O)=O)(C)(C)C.[NH2:35][C@H:36]1[C:44]2[C:39](=[CH:40][CH:41]=[CH:42][CH:43]=2)[CH2:38][C@H:37]1[OH:45].C(OC(=O)NC(C(=O)NC1C2C(=CC=CC=2)CC1O)C(C)(C)C)(C)(C)C.ClNC(=O)[O-].C([O:79][C:80]([C:82]1([NH:87][C:88]([CH:90]2[CH2:94][CH:93]([O:95][C:96]3[C:105]4[C:100](=[CH:101][C:102]([O:106][CH3:107])=[CH:103][CH:104]=4)[N:99]=[C:98]([C:108]4[CH:113]=[CH:112][CH:111]=[CH:110][CH:109]=4)[CH:97]=3)[CH2:92][N:91]2C(=O)NC(C(=O)NC2C3C(=CC=CC=3)CC2O)C(C)(C)C)=[O:89])[CH2:84][CH:83]1[CH:85]=[CH2:86])=[O:81])C, predict the reaction product. The product is: [CH:13]1([C@H:9]([NH:8][C:6]([N:91]2[CH2:92][C@H:93]([O:95][C:96]3[C:105]4[C:100](=[CH:101][C:102]([O:106][CH3:107])=[CH:103][CH:104]=4)[N:99]=[C:98]([C:108]4[CH:113]=[CH:112][CH:111]=[CH:110][CH:109]=4)[CH:97]=3)[CH2:94][C@H:90]2[C:88]([NH:87][C@:82]2([C:80]([OH:81])=[O:79])[CH2:84][C@H:83]2[CH:85]=[CH2:86])=[O:89])=[O:7])[C:10](=[O:12])[NH:35][C@H:36]2[C:44]3[C:39](=[CH:40][CH:41]=[CH:42][CH:43]=3)[CH2:38][C@H:37]2[OH:45])[CH2:14][CH2:15][CH2:16][CH2:17][CH2:18]1.